Dataset: Full USPTO retrosynthesis dataset with 1.9M reactions from patents (1976-2016). Task: Predict the reactants needed to synthesize the given product. (1) Given the product [NH2:42][C:40](=[O:41])[C@@H:39]([NH:38][C:36](=[O:37])[CH2:35][CH2:34][CH2:33][CH2:32][CH2:31][NH:30][C:28](=[O:29])[C@@H:27]([NH:64][C:65]([O:67][C:68]([CH3:71])([CH3:70])[CH3:69])=[O:66])[CH2:26][CH2:25][NH:24][C:23]([O:22][C:19]1[CH:18]=[CH:17][C:16]([CH2:15][C@@H:6]([C:5]([OH:73])=[O:4])[NH:7][C:8]([O:10][C:11]([CH3:14])([CH3:13])[CH3:12])=[O:9])=[CH:21][CH:20]=1)=[O:72])[CH2:43][S:44][C:45]([C:46]1[CH:47]=[CH:48][CH:49]=[CH:50][CH:51]=1)([C:58]1[CH:59]=[CH:60][CH:61]=[CH:62][CH:63]=1)[C:52]1[CH:57]=[CH:56][CH:55]=[CH:54][CH:53]=1, predict the reactants needed to synthesize it. The reactants are: C([O:4][C:5](=[O:73])[C@H:6]([CH2:15][C:16]1[CH:21]=[CH:20][C:19]([O:22][C:23](=[O:72])[NH:24][CH2:25][CH2:26][C@H:27]([NH:64][C:65]([O:67][C:68]([CH3:71])([CH3:70])[CH3:69])=[O:66])[C:28]([NH:30][CH2:31][CH2:32][CH2:33][CH2:34][CH2:35][C:36]([NH:38][C@@H:39]([CH2:43][S:44][C:45]([C:58]2[CH:63]=[CH:62][CH:61]=[CH:60][CH:59]=2)([C:52]2[CH:57]=[CH:56][CH:55]=[CH:54][CH:53]=2)[C:46]2[CH:51]=[CH:50][CH:49]=[CH:48][CH:47]=2)[C:40]([NH2:42])=[O:41])=[O:37])=[O:29])=[CH:18][CH:17]=1)[NH:7][C:8]([O:10][C:11]([CH3:14])([CH3:13])[CH3:12])=[O:9])C=C.C(N(CC)CC)C.C(O)=O. (2) Given the product [C:1]1([C:7]2[C:12]([C:13]3[CH:18]=[CH:17][CH:16]=[CH:15][CH:14]=3)=[CH:11][N:10]=[C:9]([S:19][CH2:20][CH2:21][CH2:22][CH2:23][CH2:24][CH:25]3[CH2:27][CH:26]3[C:28]([OH:30])=[O:29])[N:8]=2)[CH:2]=[CH:3][CH:4]=[CH:5][CH:6]=1, predict the reactants needed to synthesize it. The reactants are: [C:1]1([C:7]2[C:12]([C:13]3[CH:18]=[CH:17][CH:16]=[CH:15][CH:14]=3)=[CH:11][N:10]=[C:9]([S:19][CH2:20][CH2:21][CH2:22][CH2:23][CH2:24][CH:25]3[CH2:27][CH:26]3[C:28]([O:30]C(C)(C)C)=[O:29])[N:8]=2)[CH:6]=[CH:5][CH:4]=[CH:3][CH:2]=1.